This data is from Retrosynthesis with 50K atom-mapped reactions and 10 reaction types from USPTO. The task is: Predict the reactants needed to synthesize the given product. (1) Given the product CCCC(C)OC(=O)c1ccc(O)cc1, predict the reactants needed to synthesize it. The reactants are: CCCC(C)OC(=O)c1ccc(OC(C)=O)cc1. (2) Given the product CC(C)(C)OC(=O)NS(=O)(=O)NCc1cccc(Oc2cc(F)cc(Nc3ccc(I)cc3F)c2NS(=O)(=O)C2CC2)c1, predict the reactants needed to synthesize it. The reactants are: CC(C)(C)OC(=O)NS(=O)(=O)NCc1cccc(Oc2cc(F)cc(Nc3ccc(I)cc3F)c2N)c1.O=S(=O)(Cl)C1CC1. (3) Given the product O=Cc1cc(Cl)ccc1OC1CCOCC1, predict the reactants needed to synthesize it. The reactants are: CS(=O)(=O)OC1CCOCC1.O=Cc1cc(Cl)ccc1O. (4) Given the product CCOC(=O)C=Cc1ccc(C#Cc2cc(C3CC3)c3c(c2)C(C)(C)CCC3=O)cc1, predict the reactants needed to synthesize it. The reactants are: C#Cc1cc(C2CC2)c2c(c1)C(C)(C)CCC2=O.CCOC(=O)/C=C/c1ccc(I)cc1. (5) Given the product CCCCCCCCCCCCCCc1ccc(CC)c(O)c1, predict the reactants needed to synthesize it. The reactants are: CCCCCCCCCCCCCCc1ccc(C(C)=O)c(O)c1. (6) Given the product O=C(NCCCCO)c1ccc2ncccc2c1, predict the reactants needed to synthesize it. The reactants are: NCCCCO.O=C(O)c1ccc2ncccc2c1. (7) Given the product CN(C[C@@H](CCN1CC(N2CCC(O)CC2)C1)c1ccc(F)cc1)C(=O)c1cc(C(F)(F)F)cc(C(F)(F)F)c1, predict the reactants needed to synthesize it. The reactants are: CN(C[C@@H](CC=O)c1ccc(F)cc1)C(=O)c1cc(C(F)(F)F)cc(C(F)(F)F)c1.OC1CCN(C2CNC2)CC1. (8) Given the product CC(C)[Si](Oc1ccc([C@@H](O)[C@@H](C)N2CCC(O)(c3cc(Br)cc(Br)c3)CC2)cc1)(C(C)C)C(C)C, predict the reactants needed to synthesize it. The reactants are: CC(C(=O)c1ccc(O[Si](C(C)C)(C(C)C)C(C)C)cc1)N1CCC(O)(c2cc(Br)cc(Br)c2)CC1.